Dataset: NCI-60 drug combinations with 297,098 pairs across 59 cell lines. Task: Regression. Given two drug SMILES strings and cell line genomic features, predict the synergy score measuring deviation from expected non-interaction effect. (1) Drug 1: CCCCCOC(=O)NC1=NC(=O)N(C=C1F)C2C(C(C(O2)C)O)O. Drug 2: CS(=O)(=O)OCCCCOS(=O)(=O)C. Cell line: SW-620. Synergy scores: CSS=7.44, Synergy_ZIP=-1.56, Synergy_Bliss=3.11, Synergy_Loewe=-3.26, Synergy_HSA=0.734. (2) Drug 1: CS(=O)(=O)C1=CC(=C(C=C1)C(=O)NC2=CC(=C(C=C2)Cl)C3=CC=CC=N3)Cl. Drug 2: CC1=C(C=C(C=C1)C(=O)NC2=CC(=CC(=C2)C(F)(F)F)N3C=C(N=C3)C)NC4=NC=CC(=N4)C5=CN=CC=C5. Cell line: MOLT-4. Synergy scores: CSS=-3.89, Synergy_ZIP=2.19, Synergy_Bliss=-1.66, Synergy_Loewe=-8.80, Synergy_HSA=-8.21. (3) Drug 1: C1=CC(=CC=C1CC(C(=O)O)N)N(CCCl)CCCl.Cl. Drug 2: CCN(CC)CCCC(C)NC1=C2C=C(C=CC2=NC3=C1C=CC(=C3)Cl)OC. Cell line: BT-549. Synergy scores: CSS=37.1, Synergy_ZIP=-0.799, Synergy_Bliss=5.78, Synergy_Loewe=5.50, Synergy_HSA=5.46.